This data is from Forward reaction prediction with 1.9M reactions from USPTO patents (1976-2016). The task is: Predict the product of the given reaction. (1) Given the reactants [I:1]I.[N+:3]([C:6]1[CH:7]=[C:8]([CH:12]=[CH:13][CH:14]=1)[C:9]([OH:11])=[O:10])([O-:5])=[O:4], predict the reaction product. The product is: [I:1][C:13]1[CH:12]=[C:8]([CH:7]=[C:6]([N+:3]([O-:5])=[O:4])[CH:14]=1)[C:9]([OH:11])=[O:10]. (2) Given the reactants C(OC([N:8]1[CH2:13][CH2:12][CH:11]([N:14]2[CH2:19][CH2:18][N:17]([C:20](=[O:62])[NH:21][C:22]3[C:27]([Cl:28])=[CH:26][C:25]([C:29]4[CH:34]=[CH:33][C:32]([C:35]5[N:36]=[C:37]([C@@H:40]6[CH2:44][C@H:43]([CH3:45])[CH2:42][N:41]6[C:46](=[O:56])[C@@H:47]([NH:51][C:52]([O:54][CH3:55])=[O:53])[CH:48]([CH3:50])[CH3:49])[NH:38][CH:39]=5)=[CH:31][CH:30]=4)=[C:24]([O:57][C:58]([F:61])([F:60])[F:59])[CH:23]=3)[CH2:16][CH2:15]2)[CH2:10][CH2:9]1)=O)(C)(C)C, predict the reaction product. The product is: [CH3:55][O:54][C:52](=[O:53])[NH:51][C@H:47]([C:46]([N:41]1[CH2:42][C@@H:43]([CH3:45])[CH2:44][C@H:40]1[C:37]1[NH:38][CH:39]=[C:35]([C:32]2[CH:31]=[CH:30][C:29]([C:25]3[CH:26]=[C:27]([Cl:28])[C:22]([NH:21][C:20]([N:17]4[CH2:18][CH2:19][N:14]([CH:11]5[CH2:10][CH2:9][NH:8][CH2:13][CH2:12]5)[CH2:15][CH2:16]4)=[O:62])=[CH:23][C:24]=3[O:57][C:58]([F:61])([F:60])[F:59])=[CH:34][CH:33]=2)[N:36]=1)=[O:56])[CH:48]([CH3:50])[CH3:49]. (3) Given the reactants C(OC(=O)[NH:7][C:8]1[C:9]([C:13]2[CH:18]=[CH:17][C:16]([CH2:19][CH2:20][C:21]3[CH:26]=[CH:25][C:24]([S:27]([CH3:30])(=[O:29])=[O:28])=[CH:23][CH:22]=3)=[CH:15][CH:14]=2)=[N:10][O:11][CH:12]=1)(C)(C)C.Cl, predict the reaction product. The product is: [CH3:30][S:27]([C:24]1[CH:23]=[CH:22][C:21]([CH2:20][CH2:19][C:16]2[CH:17]=[CH:18][C:13]([C:9]3[C:8]([NH2:7])=[CH:12][O:11][N:10]=3)=[CH:14][CH:15]=2)=[CH:26][CH:25]=1)(=[O:28])=[O:29]. (4) Given the reactants [Br:1][C:2]1[CH:10]=[CH:9][CH:8]=[C:7]2[C:3]=1C=C[N:6]2[CH2:11][CH2:12][CH2:13][CH2:14][CH3:15].BrN1C(=[O:22])CCC1=O.C([O:27][CH2:28][CH3:29])(=O)C.O, predict the reaction product. The product is: [Br:1][C:2]1[CH:10]=[CH:9][CH:8]=[C:7]2[C:3]=1[C:28](=[O:27])[C:29](=[O:22])[N:6]2[CH2:11][CH2:12][CH2:13][CH2:14][CH3:15]. (5) Given the reactants [Cl:1][C:2]1[CH:3]=[CH:4][C:5]([C:36]#[N:37])=[C:6]([C:8]2[C:13]([O:14][CH2:15][CH3:16])=[CH:12][N:11]([CH:17]([CH3:34])[C:18]([NH:20][C:21]3[CH:33]=[CH:32][C:24]([C:25]([O:27]C(C)(C)C)=[O:26])=[CH:23][CH:22]=3)=[O:19])[C:10](=[O:35])[CH:9]=2)[CH:7]=1.C(O)(C(F)(F)F)=O, predict the reaction product. The product is: [Cl:1][C:2]1[CH:3]=[CH:4][C:5]([C:36]#[N:37])=[C:6]([C:8]2[C:13]([O:14][CH2:15][CH3:16])=[CH:12][N:11]([CH:17]([CH3:34])[C:18]([NH:20][C:21]3[CH:33]=[CH:32][C:24]([C:25]([OH:27])=[O:26])=[CH:23][CH:22]=3)=[O:19])[C:10](=[O:35])[CH:9]=2)[CH:7]=1. (6) Given the reactants C(Cl)(=O)C(Cl)=O.[C:7]1([C:13]2[CH:14]=[C:15]([CH:19]=[CH:20][CH:21]=2)[C:16]([OH:18])=O)[CH:12]=[CH:11][CH:10]=[CH:9][CH:8]=1.[CH2:22]([NH2:26])[CH2:23][CH2:24][CH3:25], predict the reaction product. The product is: [CH2:22]([NH:26][C:16](=[O:18])[C:15]1[CH:19]=[CH:20][CH:21]=[C:13]([C:7]2[CH:8]=[CH:9][CH:10]=[CH:11][CH:12]=2)[CH:14]=1)[CH2:23][CH2:24][CH3:25]. (7) The product is: [CH3:17][N:15]([CH3:16])[C:14](=[O:18])[CH2:13][CH:10]1[CH2:11][CH2:12][NH:8][CH2:9]1. Given the reactants C(OC([N:8]1[CH2:12][CH2:11][CH:10]([CH2:13][C:14](=[O:18])[N:15]([CH3:17])[CH3:16])[CH2:9]1)=O)(C)(C)C.ClC1N=C(Cl)N=C(OC)N=1.CN1CCOCC1.CNC.FC(F)(F)C(O)=O, predict the reaction product.